This data is from Catalyst prediction with 721,799 reactions and 888 catalyst types from USPTO. The task is: Predict which catalyst facilitates the given reaction. (1) Reactant: [C:1](Cl)(=O)C.[Br:5][C:6]1[CH:14]=[CH:13][C:12]([CH3:15])=[CH:11][C:7]=1[C:8]([OH:10])=[O:9]. Product: [Br:5][C:6]1[CH:14]=[CH:13][C:12]([CH3:15])=[CH:11][C:7]=1[C:8]([O:10][CH3:1])=[O:9]. The catalyst class is: 5. (2) Reactant: [Br:1][C:2]1[C:3]([CH3:8])=[N:4][CH:5]=[CH:6][CH:7]=1.C(OO)(=[O:11])C. Product: [Br:1][C:2]1[C:3]([CH3:8])=[N+:4]([O-:11])[CH:5]=[CH:6][CH:7]=1. The catalyst class is: 4. (3) Reactant: [Br:1][C:2]1[CH:3]=[C:4]([CH:10]=[N:11]O)[S:5][C:6]=1[N+:7]([O-:9])=[O:8].C(OC(=O)C)(=O)C. Product: [Br:1][C:2]1[CH:3]=[C:4]([C:10]#[N:11])[S:5][C:6]=1[N+:7]([O-:9])=[O:8]. The catalyst class is: 243. (4) Reactant: [OH:1][C@@H:2]1[CH2:11][C:6]2([CH2:10][CH2:9][CH2:8][CH2:7]2)[C@@H:5]([C:12](=[O:14])[CH3:13])[C:4]([CH3:15])=[CH:3]1.[C:16](OC(=O)C)(=[O:18])[CH3:17].C([O-])(=O)C.[Na+]. Product: [C:16]([O:1][C@H:2]1[CH:3]=[C:4]([CH3:15])[C@H:5]([C:12](=[O:14])[CH3:13])[C:6]2([CH2:10][CH2:9][CH2:8][CH2:7]2)[CH2:11]1)(=[O:18])[CH3:17]. The catalyst class is: 74. (5) Reactant: [C:1]1([C:40]2[CH:45]=[CH:44][CH:43]=[CH:42][CH:41]=2)[CH:6]=[CH:5][CH:4]=[CH:3][C:2]=1[CH2:7][C:8]([N:10]1[CH2:14][CH2:13][C@H:12]([NH:15][C:16]2[N:25]=[C:24]([N:26]3[CH2:32][CH2:31][CH2:30][N:29](C(OC(C)(C)C)=O)[CH2:28][CH2:27]3)[C:23]3[C:18](=[CH:19][CH:20]=[CH:21][CH:22]=3)[N:17]=2)[CH2:11]1)=[O:9].[ClH:46]. Product: [ClH:46].[ClH:46].[C:1]1([C:40]2[CH:45]=[CH:44][CH:43]=[CH:42][CH:41]=2)[CH:6]=[CH:5][CH:4]=[CH:3][C:2]=1[CH2:7][C:8]([N:10]1[CH2:14][CH2:13][C@H:12]([NH:15][C:16]2[N:25]=[C:24]([N:26]3[CH2:32][CH2:31][CH2:30][NH:29][CH2:28][CH2:27]3)[C:23]3[C:18](=[CH:19][CH:20]=[CH:21][CH:22]=3)[N:17]=2)[CH2:11]1)=[O:9]. The catalyst class is: 13. (6) Reactant: [C:1]([O:5][C:6](=[O:20])[CH2:7][O:8][CH2:9][CH2:10][CH2:11][CH2:12][O:13]C1CCCCO1)([CH3:4])([CH3:3])[CH3:2].O.C1(C)C=CC(S(O)(=O)=O)=CC=1.C(=O)([O-])O.[Na+]. Product: [C:1]([O:5][C:6](=[O:20])[CH2:7][O:8][CH2:9][CH2:10][CH2:11][CH2:12][OH:13])([CH3:4])([CH3:2])[CH3:3]. The catalyst class is: 5.